This data is from Full USPTO retrosynthesis dataset with 1.9M reactions from patents (1976-2016). The task is: Predict the reactants needed to synthesize the given product. Given the product [Br:12][C:13]1[CH:18]=[CH:17][C:16]([CH2:19][C:7]([C:6]2[CH:5]=[N:4][C:3]([O:2][CH3:1])=[CH:11][CH:10]=2)=[O:9])=[C:15]([Cl:21])[CH:14]=1, predict the reactants needed to synthesize it. The reactants are: [CH3:1][O:2][C:3]1[CH:11]=[CH:10][C:6]([C:7]([OH:9])=O)=[CH:5][N:4]=1.[Br:12][C:13]1[CH:18]=[CH:17][C:16]([CH2:19]Br)=[C:15]([Cl:21])[CH:14]=1.